Dataset: Peptide-MHC class I binding affinity with 185,985 pairs from IEDB/IMGT. Task: Regression. Given a peptide amino acid sequence and an MHC pseudo amino acid sequence, predict their binding affinity value. This is MHC class I binding data. (1) The MHC is Mamu-A11 with pseudo-sequence Mamu-A11. The peptide sequence is PEDNEPSGYA. The binding affinity (normalized) is 0.168. (2) The peptide sequence is YTGDFDSVI. The MHC is Patr-B1301 with pseudo-sequence Patr-B1301. The binding affinity (normalized) is 0.167.